From a dataset of Full USPTO retrosynthesis dataset with 1.9M reactions from patents (1976-2016). Predict the reactants needed to synthesize the given product. (1) Given the product [CH2:27]([N:34]1[C:42]([CH3:43])=[C:41]2[C:36]([CH:37]=[C:38]([C:44]3[CH:45]=[C:46]([CH:54]4[CH2:59][CH2:58][CH2:57][NH:56][CH2:55]4)[N:47]4[C:52]=3[C:51]([NH2:53])=[N:50][CH:49]=[N:48]4)[CH:39]=[CH:40]2)=[N:35]1)[C:28]1[CH:29]=[CH:30][CH:31]=[CH:32][CH:33]=1, predict the reactants needed to synthesize it. The reactants are: C(N1C=C2C(C=C(B3OC(C)(C)C(C)(C)O3)C=C2)=N1)C1C=CC=CC=1.Cl.[CH2:27]([N:34]1[C:42]([CH3:43])=[C:41]2[C:36]([CH:37]=[C:38]([C:44]3[CH:45]=[C:46]([CH:54]4[CH2:59][CH2:58][CH2:57][NH:56][CH2:55]4)[N:47]4[C:52]=3[C:51]([NH2:53])=[N:50][CH:49]=[N:48]4)[CH:39]=[CH:40]2)=[N:35]1)[C:28]1[CH:33]=[CH:32][CH:31]=[CH:30][CH:29]=1. (2) Given the product [O:18]=[C:17]1[NH:16][CH:15]([C:12]2[CH:13]=[CH:14][C:9]([C:7]#[N:8])=[CH:10][CH:11]=2)[C:30]2[C:40](=[O:41])[CH2:39][C:33]3([CH2:34][CH2:35][O:36][CH2:37][CH2:38]3)[CH2:32][C:31]=2[N:19]1[C:20]1[CH:25]=[CH:24][CH:23]=[C:22]([C:26]([F:27])([F:28])[F:29])[CH:21]=1, predict the reactants needed to synthesize it. The reactants are: CC(C)([O-])C.[K+].[C:7]([C:9]1[CH:14]=[CH:13][C:12]([CH:15]([C:30]2[C:40](=[O:41])[CH2:39][C:33]3([CH2:38][CH2:37][O:36][CH2:35][CH2:34]3)[CH2:32][C:31]=2OC)[NH:16][C:17]([NH:19][C:20]2[CH:25]=[CH:24][CH:23]=[C:22]([C:26]([F:29])([F:28])[F:27])[CH:21]=2)=[O:18])=[CH:11][CH:10]=1)#[N:8].